This data is from Catalyst prediction with 721,799 reactions and 888 catalyst types from USPTO. The task is: Predict which catalyst facilitates the given reaction. (1) Reactant: [OH:1][C:2]1[CH:7]=[CH:6][C:5]([C:8]([CH2:10][C:11]2[CH:16]=[CH:15][CH:14]=[CH:13][CH:12]=2)=[O:9])=[CH:4][C:3]=1[CH3:17].B(F)(F)F.C[CH2:23][O:24]CC.CS(Cl)(=O)=O. Product: [OH:1][C:2]1[C:3]([CH3:17])=[C:4]2[C:5]([C:8](=[O:9])[C:10]([C:11]3[CH:12]=[CH:13][CH:14]=[CH:15][CH:16]=3)=[CH:23][O:24]2)=[CH:6][CH:7]=1. The catalyst class is: 6. (2) Reactant: [CH3:1][C:2]1[N:6]([CH2:7][CH:8]2[C:21](=O)[C:12]3[C:13]4[CH:14]=[CH:15][CH:16]=[CH:17][C:18]=4[N:19]([CH3:20])[C:11]=3[CH2:10][CH2:9]2)[CH:5]=[CH:4][N:3]=1.Cl.CO.Cl.[NH2:27][OH:28]. Product: [CH3:20][N:19]1[C:11]2[CH2:10][CH2:9][CH:8]([CH2:7][N:6]3[CH:5]=[CH:4][N:3]=[C:2]3[CH3:1])/[C:21](=[N:27]\[OH:28])/[C:12]=2[C:13]2[C:18]1=[CH:17][CH:16]=[CH:15][CH:14]=2. The catalyst class is: 17. (3) The catalyst class is: 80. Reactant: [C:1]1([C:7](=[O:11])[C:8]([OH:10])=O)[CH:6]=[CH:5][CH:4]=[CH:3][CH:2]=1.S(Cl)(Cl)=O.[NH2:16][C:17]1[CH:18]=[C:19]2[C:24](=[CH:25][CH:26]=1)[C:22](=[O:23])[O:21][CH2:20]2. Product: [C:1]1([C:7](=[O:11])[C:8]([NH:16][C:17]2[CH:18]=[C:19]3[C:24](=[CH:25][CH:26]=2)[C:22](=[O:23])[O:21][CH2:20]3)=[O:10])[CH:2]=[CH:3][CH:4]=[CH:5][CH:6]=1. (4) Reactant: [F:1][C:2]1[CH:7]=[CH:6][C:5]([N:8]2[CH:11]([C:12]3[CH:17]=[CH:16][C:15]([O:18][CH2:19][CH2:20][CH2:21][CH2:22]I)=[CH:14][CH:13]=3)[CH:10]([CH2:24][CH2:25][CH:26]([C:28]3[CH:33]=[CH:32][C:31]([F:34])=[CH:30][CH:29]=3)[OH:27])[C:9]2=[O:35])=[CH:4][CH:3]=1.[CH3:36][NH:37][CH2:38][CH2:39][S:40]([OH:43])(=[O:42])=[O:41].C(=O)([O-])[O-].[K+].[K+]. Product: [F:1][C:2]1[CH:7]=[CH:6][C:5]([N:8]2[C:9](=[O:35])[CH:10]([CH2:24][CH2:25][CH:26]([C:28]3[CH:33]=[CH:32][C:31]([F:34])=[CH:30][CH:29]=3)[OH:27])[CH:11]2[C:12]2[CH:17]=[CH:16][C:15]([O:18][CH2:19][CH2:20][CH2:21][CH2:22][N:37]([CH3:36])[CH2:38][CH2:39][S:40]([OH:43])(=[O:42])=[O:41])=[CH:14][CH:13]=2)=[CH:4][CH:3]=1. The catalyst class is: 24. (5) Reactant: [Br:1][C:2]1[CH:7]=[CH:6][C:5]([OH:8])=[C:4]([CH3:9])[CH:3]=1.[H-].[Na+].CN(C)C=O.[CH3:17][O:18][C:19](=[O:22])[CH2:20]Br. Product: [CH3:17][O:18][C:19](=[O:22])[CH2:20][O:8][C:5]1[CH:6]=[CH:7][C:2]([Br:1])=[CH:3][C:4]=1[CH3:9]. The catalyst class is: 6. (6) Reactant: [C:1]1([S:11]([C:14]2[C:22]3[C:17](=[CH:18][CH:19]=[C:20]([CH:23]=[O:24])[CH:21]=3)[NH:16][N:15]=2)(=[O:13])=[O:12])[C:10]2[C:5](=[CH:6][CH:7]=[CH:8][CH:9]=2)[CH:4]=[CH:3][CH:2]=1.[CH3:25][Mg+].[Br-].Cl. Product: [C:1]1([S:11]([C:14]2[C:22]3[C:17](=[CH:18][CH:19]=[C:20]([CH:23]([OH:24])[CH3:25])[CH:21]=3)[NH:16][N:15]=2)(=[O:13])=[O:12])[C:10]2[C:5](=[CH:6][CH:7]=[CH:8][CH:9]=2)[CH:4]=[CH:3][CH:2]=1. The catalyst class is: 20. (7) The catalyst class is: 2. Reactant: [NH2:1][C:2]1[O:3][CH2:4][C@:5]2([N:27]=1)[C:18]1[CH:17]=[C:16]([O:19][CH3:20])[CH:15]=[CH:14][C:13]=1[O:12][C:11]1[C:6]2=[CH:7][C:8]([C:22]2(O)[CH2:25][O:24][CH2:23]2)=[CH:9][C:10]=1[F:21].C(N(S(F)(F)[F:34])CC)C. Product: [F:21][C:10]1[C:11]2[O:12][C:13]3[C:18](=[CH:17][C:16]([O:19][CH3:20])=[CH:15][CH:14]=3)[C@@:5]3([CH2:4][O:3][C:2]([NH2:1])=[N:27]3)[C:6]=2[CH:7]=[C:8]([C:22]2([F:34])[CH2:25][O:24][CH2:23]2)[CH:9]=1.